Task: Predict the product of the given reaction.. Dataset: Forward reaction prediction with 1.9M reactions from USPTO patents (1976-2016) (1) Given the reactants [ClH:1].CO[C:4](=O)[CH:5]([NH2:14])[CH2:6][CH2:7][CH2:8][CH2:9][CH2:10][CH2:11][C:12]#[CH:13].[N:16]#[C:17][NH2:18], predict the reaction product. The product is: [ClH:1].[CH2:6]([C:5]1[N:14]=[C:17]([NH2:18])[NH:16][CH:4]=1)[CH2:7][CH2:8][CH2:9][CH2:10][CH2:11][C:12]#[CH:13]. (2) Given the reactants [H-].[Na+].[OH:3][CH:4]1[CH2:9][CH2:8][N:7]([S:10]([CH3:13])(=[O:12])=[O:11])[CH2:6][CH2:5]1.Br[CH2:15][C:16]#[C:17][CH3:18].O, predict the reaction product. The product is: [CH2:15]([O:3][CH:4]1[CH2:9][CH2:8][N:7]([S:10]([CH3:13])(=[O:12])=[O:11])[CH2:6][CH2:5]1)[C:16]#[C:17][CH3:18]. (3) Given the reactants Br[C:2]1[CH:3]=[C:4]([C:8]#[N:9])[N:5]([CH3:7])[CH:6]=1.[Si:10]([O:17][C:18]1[CH:24]=[CH:23][C:21]([NH2:22])=[CH:20][CH:19]=1)([C:13]([CH3:16])([CH3:15])[CH3:14])([CH3:12])[CH3:11].C(P(C(C)(C)C)C1C=CC=CC=1C1C(C(C)C)=CC(C(C)C)=CC=1C(C)C)(C)(C)C, predict the reaction product. The product is: [Si:10]([O:17][C:18]1[CH:24]=[CH:23][C:21]([NH:22][C:2]2[CH:3]=[C:4]([C:8]#[N:9])[N:5]([CH3:7])[CH:6]=2)=[CH:20][CH:19]=1)([C:13]([CH3:16])([CH3:15])[CH3:14])([CH3:12])[CH3:11]. (4) Given the reactants Br[C:2]1[CH:3]=[CH:4][C:5]([C:10]([N:12]2[CH2:17][CH2:16][N:15]([C:18]3[C:23]([CH3:24])=[CH:22][C:21]([CH2:25][CH3:26])=[CH:20][N:19]=3)[CH2:14][CH2:13]2)=[O:11])=[C:6]([CH:9]=1)[C:7]#[N:8].[S:27]1(=[O:34])(=[O:33])[CH2:32][CH2:31][CH2:30][CH2:29][NH:28]1, predict the reaction product. The product is: [O:33]=[S:27]1(=[O:34])[CH2:32][CH2:31][CH2:30][CH2:29][N:28]1[C:2]1[CH:3]=[CH:4][C:5]([C:10]([N:12]2[CH2:17][CH2:16][N:15]([C:18]3[C:23]([CH3:24])=[CH:22][C:21]([CH2:25][CH3:26])=[CH:20][N:19]=3)[CH2:14][CH2:13]2)=[O:11])=[C:6]([CH:9]=1)[C:7]#[N:8]. (5) Given the reactants [F:1][C:2]1[CH:3]=[C:4]([NH:10][C:11]2[N:12]=[CH:13][C:14]([C:26](=[O:28])[CH3:27])=[N:15][C:16]=2[C:17]2[CH:22]=[C:21]([S:23][CH3:24])[N:20]=[C:19]([CH3:25])[N:18]=2)[CH:5]=[N:6][C:7]=1[O:8][CH3:9].ClC1C=C(C=CC=1)C(OO)=[O:34], predict the reaction product. The product is: [F:1][C:2]1[CH:3]=[C:4]([NH:10][C:11]2[N:12]=[CH:13][C:14]([C:26](=[O:28])[CH3:27])=[N:15][C:16]=2[C:17]2[CH:22]=[C:21]([S:23]([CH3:24])=[O:34])[N:20]=[C:19]([CH3:25])[N:18]=2)[CH:5]=[N:6][C:7]=1[O:8][CH3:9]. (6) Given the reactants [Cl:1][C:2]1[CH:3]=[N:4][C:5]([N:8]2[CH2:13][CH2:12][CH:11]([NH:14][CH:15]3[CH2:17][CH2:16]3)[CH2:10][CH2:9]2)=[N:6][CH:7]=1.[F:18][C:19]1[CH:20]=[C:21]([CH:25]=[CH:26][C:27]=1[N:28]1[C:32]([CH3:33])=[N:31][N:30]=[N:29]1)[C:22](O)=[O:23], predict the reaction product. The product is: [Cl:1][C:2]1[CH:3]=[N:4][C:5]([N:8]2[CH2:13][CH2:12][CH:11]([N:14]([CH:15]3[CH2:17][CH2:16]3)[C:22](=[O:23])[C:21]3[CH:25]=[CH:26][C:27]([N:28]4[C:32]([CH3:33])=[N:31][N:30]=[N:29]4)=[C:19]([F:18])[CH:20]=3)[CH2:10][CH2:9]2)=[N:6][CH:7]=1.